Task: Predict the product of the given reaction.. Dataset: Forward reaction prediction with 1.9M reactions from USPTO patents (1976-2016) (1) Given the reactants [CH:1]1([CH2:4][O:5][C:6]2[N:11]=[C:10]([C:12]([OH:14])=O)[CH:9]=[CH:8][C:7]=2[N:15]2[CH2:18][C:17]([F:20])([F:19])[CH2:16]2)[CH2:3][CH2:2]1.[CH3:21][CH:22]([CH3:32])[CH2:23][CH:24]([C:26]1[N:31]=[CH:30][CH:29]=[CH:28][N:27]=1)[NH2:25], predict the reaction product. The product is: [CH3:21][CH:22]([CH3:32])[CH2:23][CH:24]([NH:25][C:12]([C:10]1[CH:9]=[CH:8][C:7]([N:15]2[CH2:18][C:17]([F:20])([F:19])[CH2:16]2)=[C:6]([O:5][CH2:4][CH:1]2[CH2:2][CH2:3]2)[N:11]=1)=[O:14])[C:26]1[N:27]=[CH:28][CH:29]=[CH:30][N:31]=1. (2) The product is: [CH2:37]([O:1][C:2]1[CH:33]=[CH:32][C:5]([CH2:6][CH:7]2[C:16]3[C:11](=[CH:12][C:13]([O:19][CH3:20])=[C:14]([O:17][CH3:18])[CH:15]=3)[CH2:10][CH2:9][N:8]2[CH2:21][C:22]([NH:24][CH2:25][C:26]2[CH:31]=[CH:30][CH:29]=[CH:28][CH:27]=2)=[O:23])=[CH:4][C:3]=1[O:34][CH3:35])[CH:38]([CH3:40])[CH3:39]. Given the reactants [OH:1][C:2]1[CH:33]=[CH:32][C:5]([CH2:6][CH:7]2[C:16]3[C:11](=[CH:12][C:13]([O:19][CH3:20])=[C:14]([O:17][CH3:18])[CH:15]=3)[CH2:10][CH2:9][N:8]2[CH2:21][C:22]([NH:24][CH2:25][C:26]2[CH:31]=[CH:30][CH:29]=[CH:28][CH:27]=2)=[O:23])=[CH:4][C:3]=1[O:34][CH3:35].Br[CH2:37][CH:38]([CH3:40])[CH3:39], predict the reaction product.